From a dataset of Reaction yield outcomes from USPTO patents with 853,638 reactions. Predict the reaction yield, written as a fraction of the theoretical maximum amount of product (1.0 means a 100% yield; for example, 0.34 means a 34% yield). (1) The reactants are Cl[C:2]1[C:11]([C:12]([F:15])([F:14])[F:13])=[N:10][C:9]2[C:4](=[CH:5][CH:6]=[C:7]([O:16][CH3:17])[CH:8]=2)[N:3]=1.[C:18]([C:21]1[CH:26]=[CH:25][C:24](B(O)O)=[C:23]([Cl:30])[CH:22]=1)([OH:20])=[O:19].C([O-])([O-])=O.[K+].[K+].Cl. The catalyst is COCCOCCO.O.C1C=CC(P(C2C=CC=CC=2)[C-]2C=CC=C2)=CC=1.C1C=CC(P(C2C=CC=CC=2)[C-]2C=CC=C2)=CC=1.Cl[Pd]Cl.[Fe+2]. The product is [Cl:30][C:23]1[CH:22]=[C:21]([CH:26]=[CH:25][C:24]=1[C:2]1[C:11]([C:12]([F:15])([F:14])[F:13])=[N:10][C:9]2[C:4](=[CH:5][CH:6]=[C:7]([O:16][CH3:17])[CH:8]=2)[N:3]=1)[C:18]([OH:20])=[O:19]. The yield is 0.680. (2) The reactants are [C:1]([Si:5]([CH3:43])([CH3:42])[O:6][CH:7]([C:38]([CH3:41])([CH3:40])[CH3:39])[CH2:8][CH2:9][C:10]1[CH:15]=[CH:14][C:13]([C:16]([C:21]2[CH:26]=[CH:25][C:24](B3OC(C)(C)C(C)(C)O3)=[C:23]([CH3:36])[CH:22]=2)([CH2:19][CH3:20])[CH2:17][CH3:18])=[CH:12][C:11]=1[CH3:37])([CH3:4])([CH3:3])[CH3:2].[CH3:44][O:45][C:46](=[O:55])[CH2:47][C:48]1[CH:53]=[CH:52][CH:51]=[C:50](Br)[CH:49]=1.P([O-])([O-])([O-])=O.[K+].[K+].[K+]. The catalyst is C1C=CC([P]([Pd]([P](C2C=CC=CC=2)(C2C=CC=CC=2)C2C=CC=CC=2)([P](C2C=CC=CC=2)(C2C=CC=CC=2)C2C=CC=CC=2)[P](C2C=CC=CC=2)(C2C=CC=CC=2)C2C=CC=CC=2)(C2C=CC=CC=2)C2C=CC=CC=2)=CC=1.CN(C)C=O. The product is [CH3:44][O:45][C:46](=[O:55])[CH2:47][C:48]1[CH:49]=[C:50]([C:24]2[CH:25]=[CH:26][C:21]([C:16]([C:13]3[CH:14]=[CH:15][C:10]([CH2:9][CH2:8][CH:7]([O:6][Si:5]([C:1]([CH3:4])([CH3:3])[CH3:2])([CH3:42])[CH3:43])[C:38]([CH3:41])([CH3:40])[CH3:39])=[C:11]([CH3:37])[CH:12]=3)([CH2:17][CH3:18])[CH2:19][CH3:20])=[CH:22][C:23]=2[CH3:36])[CH:51]=[CH:52][CH:53]=1. The yield is 0.500.